This data is from Reaction yield outcomes from USPTO patents with 853,638 reactions. The task is: Predict the reaction yield, written as a fraction of the theoretical maximum amount of product (1.0 means a 100% yield; for example, 0.34 means a 34% yield). (1) The reactants are Cl.[Cl:2][C:3]1[CH:8]=[CH:7][C:6]([CH:9]([NH:15]C(=O)OC(C)(C)C)[CH2:10][CH2:11][N:12]([CH3:14])[CH3:13])=[CH:5][CH:4]=1. The catalyst is C(Cl)Cl.CO. The product is [Cl:2][C:3]1[CH:4]=[CH:5][C:6]([CH:9]([NH2:15])[CH2:10][CH2:11][N:12]([CH3:14])[CH3:13])=[CH:7][CH:8]=1. The yield is 0.920. (2) The product is [Br:1][C:2]1[C:3]([F:12])=[C:4]2[C:10]([NH:11][C:17]([CH:15]3[CH2:16][C:14]3([F:20])[F:13])=[O:18])=[CH:9][NH:8][C:5]2=[N:6][CH:7]=1. The reactants are [Br:1][C:2]1[C:3]([F:12])=[C:4]2[C:10]([NH2:11])=[CH:9][NH:8][C:5]2=[N:6][CH:7]=1.[F:13][C:14]1([F:20])[CH2:16][CH:15]1[C:17](O)=[O:18].C(N(CC)CC)C.C1N(P(Cl)(N2C(=O)OCC2)=O)C(=O)OC1.O[Li].O. The catalyst is C(Cl)Cl.O. The yield is 0.540. (3) The reactants are [CH2:1]([O:3][C:4](=[O:17])[CH:5]([O:14][CH2:15][CH3:16])[CH2:6][C:7]1[CH:12]=[CH:11][C:10]([OH:13])=[CH:9][CH:8]=1)[CH3:2].O[CH2:19][CH2:20][C:21]1[CH:26]=[CH:25][C:24]([NH:27][C:28](=[O:32])[CH:29]([CH3:31])[CH3:30])=[CH:23][CH:22]=1.N(C(N1CCCCC1)=O)=NC(N1CCCCC1)=O.C1(P(C2C=CC=CC=2)C2C=CC=CC=2)C=CC=CC=1. The catalyst is ClCCl.C(OCC)(=O)C. The product is [CH2:1]([O:3][C:4](=[O:17])[CH:5]([O:14][CH2:15][CH3:16])[CH2:6][C:7]1[CH:8]=[CH:9][C:10]([O:13][CH2:19][CH2:20][C:21]2[CH:26]=[CH:25][C:24]([NH:27][C:28](=[O:32])[CH:29]([CH3:31])[CH3:30])=[CH:23][CH:22]=2)=[CH:11][CH:12]=1)[CH3:2]. The yield is 0.650. (4) The reactants are [C:1]([C:3]1[CH:8]=[CH:7][CH:6]=[CH:5][C:4]=1[C:9]1[CH:14]=[CH:13][C:12]([CH2:15][CH:16]([C:21](=O)[CH2:22][CH2:23][CH2:24][CH3:25])[C:17](OC)=[O:18])=[C:11]([F:27])[CH:10]=1)#[N:2].[CH3:28][C:29]1[NH:30][C:31]([NH:34][CH:35]2[CH2:40][CH2:39][O:38][CH2:37][CH2:36]2)=[N:32][N:33]=1. No catalyst specified. The product is [CH2:22]([C:21]1[N:32]2[N:33]=[C:29]([CH3:28])[N:30]=[C:31]2[N:34]([CH:35]2[CH2:40][CH2:39][O:38][CH2:37][CH2:36]2)[C:17](=[O:18])[C:16]=1[CH2:15][C:12]1[CH:13]=[CH:14][C:9]([C:4]2[C:3]([C:1]#[N:2])=[CH:8][CH:7]=[CH:6][CH:5]=2)=[CH:10][C:11]=1[F:27])[CH2:23][CH2:24][CH3:25]. The yield is 0.720.